Task: Regression/Classification. Given a drug SMILES string, predict its absorption, distribution, metabolism, or excretion properties. Task type varies by dataset: regression for continuous measurements (e.g., permeability, clearance, half-life) or binary classification for categorical outcomes (e.g., BBB penetration, CYP inhibition). Dataset: cyp1a2_veith.. Dataset: CYP1A2 inhibition data for predicting drug metabolism from PubChem BioAssay (1) The drug is CCOCCCNC(=O)CCS(=O)(=O)Cc1ccc(C)cc1. The result is 0 (non-inhibitor). (2) The drug is N[C@H](CCCCCP(=O)(O)O)C(=O)O. The result is 0 (non-inhibitor).